Dataset: Forward reaction prediction with 1.9M reactions from USPTO patents (1976-2016). Task: Predict the product of the given reaction. (1) Given the reactants FC(F)(F)S([O:6][S:7]([C:10]([F:13])([F:12])[F:11])(=[O:9])=[O:8])(=O)=O.[F:16][C:17]([F:30])([C:20]([F:29])([F:28])[C:21]([F:27])([F:26])[C:22]([F:25])([F:24])[F:23])[CH2:18]O, predict the reaction product. The product is: [F:13][C:10]([F:11])([F:12])[S:7]([O:6][CH2:18][C:17]([F:16])([F:30])[C:20]([F:28])([F:29])[C:21]([F:26])([F:27])[C:22]([F:25])([F:24])[F:23])(=[O:8])=[O:9]. (2) Given the reactants [H-].[Al+3].[Li+].[H-].[H-].[H-].[O:7]1[CH2:12][C:11](=O)[NH:10][C:9]2[CH:14]=[CH:15][CH:16]=[CH:17][C:8]1=2, predict the reaction product. The product is: [O:7]1[CH2:12][CH2:11][NH:10][C:9]2[CH:14]=[CH:15][CH:16]=[CH:17][C:8]1=2. (3) Given the reactants Cl.Cl.[CH2:3]([O:10][NH:11][C@H:12]1[CH2:17][NH:16][C@H:15]([C:18]([OH:20])=[O:19])[CH2:14][CH2:13]1)[C:4]1[CH:9]=[CH:8][CH:7]=[CH:6][CH:5]=1.[OH-].[Na+].C(=O)([O-])[O-].[K+].[K+].C(OC([O:31][C:32]([O:34][C:35]([CH3:38])([CH3:37])[CH3:36])=O)=O)([O:31][C:32]([O:34][C:35]([CH3:38])([CH3:37])[CH3:36])=O)=O, predict the reaction product. The product is: [CH2:3]([O:10][NH:11][C@H:12]1[CH2:17][N:16]([C:32]([O:34][C:35]([CH3:38])([CH3:37])[CH3:36])=[O:31])[C@H:15]([C:18]([OH:20])=[O:19])[CH2:14][CH2:13]1)[C:4]1[CH:5]=[CH:6][CH:7]=[CH:8][CH:9]=1.